Dataset: Reaction yield outcomes from USPTO patents with 853,638 reactions. Task: Predict the reaction yield, written as a fraction of the theoretical maximum amount of product (1.0 means a 100% yield; for example, 0.34 means a 34% yield). (1) The reactants are [CH3:1][O:2][C:3](=[O:17])[C:4]([NH2:16])([CH3:15])[CH2:5][C:6]1[C:14]2[C:9](=[CH:10][CH:11]=[CH:12][CH:13]=2)[NH:8][CH:7]=1.[OH:18][C:19]1[CH:20]=[C:21]([CH:24]=[CH:25][CH:26]=1)[CH:22]=O.FC(F)(F)C(O)=O. No catalyst specified. The product is [CH3:1][O:2][C:3]([C:4]1([CH3:15])[CH2:5][C:6]2[C:14]3[C:9](=[CH:10][CH:11]=[CH:12][CH:13]=3)[NH:8][C:7]=2[CH:22]([C:21]2[CH:24]=[CH:25][CH:26]=[C:19]([OH:18])[CH:20]=2)[NH:16]1)=[O:17]. The yield is 0.140. (2) The reactants are C(OC(=O)[NH:7][C:8]1[C:13]([F:14])=[CH:12][CH:11]=[C:10]([NH:15][S:16]([CH:19]([CH3:21])[CH3:20])(=[O:18])=[O:17])[C:9]=1[F:22])(C)(C)C.Cl. The catalyst is C(OC(=O)C)C. The product is [NH2:7][C:8]1[C:9]([F:22])=[C:10]([NH:15][S:16]([CH:19]([CH3:20])[CH3:21])(=[O:18])=[O:17])[CH:11]=[CH:12][C:13]=1[F:14]. The yield is 0.910. (3) The reactants are [CH3:1][N:2]1[C:6]2[CH:7]=[C:8](B3OC(C)(C)C(C)(C)O3)[CH:9]=[CH:10][C:5]=2[O:4][C:3]1=[O:20].Br[C:22]1[CH:23]=[N:24][CH:25]=[CH:26][C:27]=1[CH:28]1[CH2:31][CH2:30][O:29]1.C([O-])([O-])=O.[Na+].[Na+]. The catalyst is CN(C=O)C.Cl[Pd](Cl)([P](C1C=CC=CC=1)(C1C=CC=CC=1)C1C=CC=CC=1)[P](C1C=CC=CC=1)(C1C=CC=CC=1)C1C=CC=CC=1. The product is [CH3:1][N:2]1[C:6]2[CH:7]=[C:8]([C:22]3[CH:23]=[N:24][CH:25]=[CH:26][C:27]=3[CH:28]3[CH2:31][CH2:30][O:29]3)[CH:9]=[CH:10][C:5]=2[O:4][C:3]1=[O:20]. The yield is 0.0500. (4) The catalyst is C1COCC1.[Cl-].[Li].CC1(C)CCCC(C)(C)N1[Zn+].C1C=CC([P]([Pd]([P](C2C=CC=CC=2)(C2C=CC=CC=2)C2C=CC=CC=2)([P](C2C=CC=CC=2)(C2C=CC=CC=2)C2C=CC=CC=2)[P](C2C=CC=CC=2)(C2C=CC=CC=2)C2C=CC=CC=2)(C2C=CC=CC=2)C2C=CC=CC=2)=CC=1. The yield is 0.421. The product is [Cl:1][C:2]1[N:3]=[C:4]2[CH:9]=[C:8]([O:10][CH3:11])[CH:7]=[CH:6][N:5]2[C:12]=1[C:18]1[N:19]=[C:14]([Cl:13])[N:15]=[C:16]([CH3:21])[N:17]=1. The reactants are [Cl:1][C:2]1[N:3]=[C:4]2[CH:9]=[C:8]([O:10][CH3:11])[CH:7]=[CH:6][N:5]2[CH:12]=1.[Cl:13][C:14]1[N:19]=[C:18](Cl)[N:17]=[C:16]([CH3:21])[N:15]=1.CCOC(C)=O. (5) The reactants are [CH:1]1([CH2:4][O:5][N:6]2C(=O)C3[C:8](=CC=CC=3)[C:7]2=O)[CH2:3][CH2:2]1.O.NN.[F:20][C:21]1[C:30]([CH:31]([C:33]2[N:37]3[N:38]=[C:39](C(=O)C)[CH:40]=[CH:41][C:36]3=[N:35][N:34]=2)[CH3:32])=[C:29]([F:45])[CH:28]=[C:27]2[C:22]=1[CH:23]=[CH:24][CH:25]=[N:26]2.Cl.[OH-].[Na+]. The catalyst is CO. The product is [CH:1]1([CH2:4][O:5]/[N:6]=[C:7](/[C:39]2[CH:40]=[CH:41][C:36]3[N:37]([C:33]([CH:31]([C:30]4[C:21]([F:20])=[C:22]5[C:27](=[CH:28][C:29]=4[F:45])[N:26]=[CH:25][CH:24]=[CH:23]5)[CH3:32])=[N:34][N:35]=3)[N:38]=2)\[CH3:8])[CH2:3][CH2:2]1. The yield is 0.910. (6) The reactants are [NH:1]1[CH2:7][CH2:6][CH2:5][C@H:2]1[CH2:3][OH:4].[CH2:8]([CH:10]1O[CH2:11]1)[Cl:9]. No catalyst specified. The product is [Cl:9][CH2:8][C@@H:10]1[O:4][CH2:3][C@@H:2]2[CH2:5][CH2:6][CH2:7][N:1]2[CH2:11]1. The yield is 0.150. (7) The reactants are [CH3:1][C@H:2]1[CH2:7][O:6][CH2:5][CH2:4][N:3]1[C:8]1[N:12]2[CH:13]=[C:14]([O:17][C@H:18]3[C:27]4[C:22](=[CH:23][CH:24]=[CH:25][CH:26]=4)[C@@H:21]([NH2:28])[CH2:20][CH2:19]3)[CH:15]=[CH:16][C:11]2=[N:10][N:9]=1.ClC(Cl)(Cl)C[O:32][C:33](=O)[NH:34][C:35]1[N:36]([CH2:44][CH2:45][OH:46])[N:37]=[C:38]([C:40]([CH3:43])([CH3:42])[CH3:41])[CH:39]=1.CCN(C(C)C)C(C)C. The catalyst is O1CCOCC1. The product is [C:40]([C:38]1[CH:39]=[C:35]([NH:34][C:33]([NH:28][C@@H:21]2[C:22]3[C:27](=[CH:26][CH:25]=[CH:24][CH:23]=3)[C@H:18]([O:17][C:14]3[CH:15]=[CH:16][C:11]4[N:12]([C:8]([N:3]5[CH2:4][CH2:5][O:6][CH2:7][C@@H:2]5[CH3:1])=[N:9][N:10]=4)[CH:13]=3)[CH2:19][CH2:20]2)=[O:32])[N:36]([CH2:44][CH2:45][OH:46])[N:37]=1)([CH3:43])([CH3:41])[CH3:42]. The yield is 0.480.